This data is from Reaction yield outcomes from USPTO patents with 853,638 reactions. The task is: Predict the reaction yield, written as a fraction of the theoretical maximum amount of product (1.0 means a 100% yield; for example, 0.34 means a 34% yield). (1) The reactants are [NH2:1][CH2:2][C:3]1[CH:4]=[CH:5][C:6]([Cl:27])=[C:7]([NH:9][C:10]2[S:11]/[C:12](=[CH:16]\[C:17]3[CH:18]=[C:19]4[C:24](=[CH:25][CH:26]=3)[N:23]=[CH:22][CH:21]=[CH:20]4)/[C:13](=[O:15])[N:14]=2)[CH:8]=1.CO[CH:30](OC)[N:31]([CH3:33])[CH3:32]. The catalyst is CN(C)C=O.C1(C)C=CC(S(O)(=O)=O)=CC=1. The product is [Cl:27][C:6]1[CH:5]=[CH:4][C:3]([CH2:2][N:1]=[CH:30][N:31]([CH3:33])[CH3:32])=[CH:8][C:7]=1[NH:9][C:10]1[S:11]/[C:12](=[CH:16]\[C:17]2[CH:18]=[C:19]3[C:24](=[CH:25][CH:26]=2)[N:23]=[CH:22][CH:21]=[CH:20]3)/[C:13](=[O:15])[N:14]=1. The yield is 0.680. (2) The reactants are [Cl:1][C:2]1[CH:3]=[CH:4][C:5](I)=[C:6]([CH:14]=1)[C:7](N(CC)CC)=[O:8].C([Li])CCC.CCCCCC.[N:27]1[CH:32]=[CH:31][C:30]([C:33]2[S:34][C:35]3[CH2:41][CH2:40][CH2:39][C:38](=[O:42])[C:36]=3[CH:37]=2)=[CH:29][CH:28]=1. The catalyst is O1CCCC1.CCOC(C)=O. The product is [Cl:1][C:2]1[CH:3]=[CH:4][C:5]2[C:38]3([O:42][C:7](=[O:8])[C:6]=2[CH:14]=1)[C:36]1[CH:37]=[C:33]([C:30]2[CH:31]=[CH:32][N:27]=[CH:28][CH:29]=2)[S:34][C:35]=1[CH2:41][CH2:40][CH2:39]3. The yield is 0.770. (3) The reactants are [C:1]([C:3]1[CH:4]=[N:5][CH:6]=[CH:7][C:8]=1[C:9]1[N:10]=[C:11]([NH:14][C:15]2[CH:20]=[CH:19][CH:18]=[C:17]([CH3:21])[CH:16]=2)[S:12][CH:13]=1)#[CH:2]. The catalyst is CCO.[Pd]. The product is [CH2:1]([C:3]1[CH:4]=[N:5][CH:6]=[CH:7][C:8]=1[C:9]1[N:10]=[C:11]([NH:14][C:15]2[CH:20]=[CH:19][CH:18]=[C:17]([CH3:21])[CH:16]=2)[S:12][CH:13]=1)[CH3:2]. The yield is 0.200.